This data is from Reaction yield outcomes from USPTO patents with 853,638 reactions. The task is: Predict the reaction yield, written as a fraction of the theoretical maximum amount of product (1.0 means a 100% yield; for example, 0.34 means a 34% yield). (1) The reactants are [CH3:1][O:2][C:3]1[CH:8]=[CH:7][CH:6]=[CH:5][C:4]=1[N:9]1[C:13]([C:14]2[CH:24]=[CH:23][C:17]([C:18]([O:20]CC)=[O:19])=[CH:16][CH:15]=2)=[CH:12][C:11]([CH:25]2[CH2:30][C:29]([CH3:32])([CH3:31])[O:28][C:27]([CH3:34])([CH3:33])[CH2:26]2)=[N:10]1.[OH-].[Na+]. The catalyst is CO.CCOC(C)=O. The product is [CH3:1][O:2][C:3]1[CH:8]=[CH:7][CH:6]=[CH:5][C:4]=1[N:9]1[C:13]([C:14]2[CH:24]=[CH:23][C:17]([C:18]([OH:20])=[O:19])=[CH:16][CH:15]=2)=[CH:12][C:11]([CH:25]2[CH2:30][C:29]([CH3:32])([CH3:31])[O:28][C:27]([CH3:34])([CH3:33])[CH2:26]2)=[N:10]1. The yield is 0.930. (2) The reactants are [F:1][C:2]1[CH:3]=[C:4]([O:13]C)[CH:5]=[C:6]2[C:10]=1[C:9]([CH3:12])([CH3:11])[CH2:8][CH2:7]2.C(S)CCCCCCCCCCC.[Cl-].[Al+3].[Cl-].[Cl-].Cl. The catalyst is C1(C)C=CC=CC=1. The product is [F:1][C:2]1[CH:3]=[C:4]([OH:13])[CH:5]=[C:6]2[C:10]=1[C:9]([CH3:11])([CH3:12])[CH2:8][CH2:7]2. The yield is 0.940. (3) The reactants are [S:1]1[C:5]([CH:6]=O)=[CH:4][C:3]2[CH:8]=[CH:9][CH:10]=[CH:11][C:2]1=2.[CH2:12]([O:15][C:16](=[O:28])[NH:17][C:18]1[CH:23]=[CH:22][C:21]([NH2:24])=[CH:20][C:19]=1[N+:25]([O-])=O)[CH2:13][CH3:14].[BH3-]C#N.[Na+].CC(O)=O.O.[Cl-].[Na+].O.[O-]S(S([O-])=O)=O.[Na+].[Na+]. The catalyst is C(#N)C.O. The product is [CH2:12]([O:15][C:16](=[O:28])[NH:17][C:18]1[CH:23]=[CH:22][C:21]([NH:24][CH2:6][C:5]2[S:1][C:2]3[CH:11]=[CH:10][CH:9]=[CH:8][C:3]=3[CH:4]=2)=[CH:20][C:19]=1[NH2:25])[CH2:13][CH3:14]. The yield is 0.100. (4) The reactants are [C:1]([C:5]1[CH:10]=[CH:9][C:8]([CH2:11][C:12]#[N:13])=[CH:7][CH:6]=1)([CH3:4])([CH3:3])[CH3:2].C([O:16][C:17]([C:19]1[N:23]([CH3:24])[N:22]=[C:21]([CH3:25])[C:20]=1[CH3:26])=O)C.C(OCCOCCO)C.CO.C[O-].[Na+]. The catalyst is O.CCCCCCC. The product is [O:16]=[C:17]([C:19]1[N:23]([CH3:24])[N:22]=[C:21]([CH3:25])[C:20]=1[CH3:26])[CH:11]([C:8]1[CH:7]=[CH:6][C:5]([C:1]([CH3:4])([CH3:2])[CH3:3])=[CH:10][CH:9]=1)[C:12]#[N:13]. The yield is 0.858. (5) The reactants are [Br:1][C:2]1[CH:3]=[C:4]([C:8](=[O:16])[C:9]([C:11]2[CH:15]=[CH:14][NH:13][CH:12]=2)=[O:10])[CH:5]=[CH:6][CH:7]=1.CC1C=CC(S(O[CH2:28][C:29]([F:32])([F:31])[F:30])(=O)=O)=CC=1.C([O-])([O-])=O.[K+].[K+]. The catalyst is CN(C=O)C.[N+](CC)(CC)(CC)CC.[Cl-].O.CCOC(C)=O. The product is [Br:1][C:2]1[CH:3]=[C:4]([C:8](=[O:16])[C:9]([C:11]2[CH:15]=[CH:14][N:13]([CH2:28][C:29]([F:32])([F:31])[F:30])[CH:12]=2)=[O:10])[CH:5]=[CH:6][CH:7]=1. The yield is 0.650. (6) The reactants are [CH3:1][O:2][CH2:3][CH:4]([OH:6])[CH3:5].ClCCl.[CH3:10][C:11]1[CH:16]=[CH:15][C:14]([S:17](Cl)(=[O:19])=[O:18])=[CH:13][CH:12]=1. The catalyst is N1C=CC=CC=1. The product is [CH3:10][C:11]1[CH:16]=[CH:15][C:14]([S:17]([O:6][CH:4]([CH3:5])[CH2:3][O:2][CH3:1])(=[O:19])=[O:18])=[CH:13][CH:12]=1. The yield is 0.690. (7) The reactants are Br[C:2]1[CH:3]=[CH:4][CH:5]=[C:6]2[C:10]=1[NH:9][CH:8]=[CH:7]2.[C:11]1(B(O)O)[CH:16]=[CH:15][CH:14]=[CH:13][CH:12]=1.C(=O)([O-])[O-].[K+].[K+].ClCCl. The catalyst is O1CCOCC1.O.C1C=CC(P(C2C=CC=CC=2)[C-]2C=CC=C2)=CC=1.C1C=CC(P(C2C=CC=CC=2)[C-]2C=CC=C2)=CC=1.Cl[Pd]Cl.[Fe+2]. The product is [C:11]1([C:2]2[CH:3]=[CH:4][CH:5]=[C:6]3[C:10]=2[NH:9][CH:8]=[CH:7]3)[CH:16]=[CH:15][CH:14]=[CH:13][CH:12]=1. The yield is 0.930. (8) The reactants are [CH3:1][CH:2]([CH2:9][CH:10]([CH3:12])[CH3:11])[CH:3]([OH:8])[CH2:4][N+:5]([O-:7])=[O:6].[C:13](OCC)(=[O:15])[CH3:14]. The catalyst is N1C=CC=CC=1.C(OC(=O)C)(=O)C. The product is [C:13]([O:8][CH:3]([CH:2]([CH3:1])[CH2:9][CH:10]([CH3:12])[CH3:11])[CH2:4][N+:5]([O-:7])=[O:6])(=[O:15])[CH3:14]. The yield is 0.873. (9) The reactants are [CH2:1]([NH:8][C:9]1[C:10]2[N:11]([CH:25]=[CH:26][C:27]=2[C:28]2[CH:33]=[CH:32][CH:31]=[CH:30][CH:29]=2)[N:12]=[C:13]([C:15]2[CH:16]=[C:17]([S:21]([NH2:24])(=[O:23])=[O:22])[CH:18]=[N:19][CH:20]=2)[CH:14]=1)[C:2]1[CH:7]=[CH:6][CH:5]=[CH:4][CH:3]=1.C(N(CC)CC)C.[C:41](Cl)(=[O:43])[CH3:42]. The catalyst is C(Cl)Cl. The product is [CH2:1]([NH:8][C:9]1[C:10]2[N:11]([CH:25]=[CH:26][C:27]=2[C:28]2[CH:33]=[CH:32][CH:31]=[CH:30][CH:29]=2)[N:12]=[C:13]([C:15]2[CH:16]=[C:17]([S:21]([NH:24][C:41](=[O:43])[CH3:42])(=[O:23])=[O:22])[CH:18]=[N:19][CH:20]=2)[CH:14]=1)[C:2]1[CH:3]=[CH:4][CH:5]=[CH:6][CH:7]=1. The yield is 0.479. (10) The catalyst is C(O)CCC. The yield is 0.720. The reactants are Br[C:2]1[C:12]([N+:13]([O-:15])=[O:14])=[CH:11][CH:10]=[CH:9][C:3]=1[C:4]([O:6][CH2:7]C)=[O:5].[C:16]([O:20][C:21]([N:23]1[CH2:28][CH2:27][NH:26][CH2:25][CH2:24]1)=[O:22])([CH3:19])([CH3:18])[CH3:17].C([O-])([O-])=O.[Na+].[Na+]. The product is [C:16]([O:20][C:21]([N:23]1[CH2:28][CH2:27][N:26]([C:2]2[C:12]([N+:13]([O-:15])=[O:14])=[CH:11][CH:10]=[CH:9][C:3]=2[C:4]([O:6][CH3:7])=[O:5])[CH2:25][CH2:24]1)=[O:22])([CH3:19])([CH3:17])[CH3:18].